Dataset: Forward reaction prediction with 1.9M reactions from USPTO patents (1976-2016). Task: Predict the product of the given reaction. (1) Given the reactants [NH:1]1[C:9]2[C:4](=[CH:5][CH:6]=[CH:7][CH:8]=2)[C:3]([C:10]([OH:12])=O)=[CH:2]1.[NH:13]1[CH2:18][CH2:17][CH2:16][C@@H:15]2[C:19]3[CH:20]=[CH:21][CH:22]=[CH:23][C:24]=3[CH2:25][C@H:14]12.F[P-](F)(F)(F)(F)F.N1(OC(N(C)C)=[N+](C)C)C2N=CC=CC=2N=N1, predict the reaction product. The product is: [N:13]1([C:10]([C:3]2[C:4]3[C:9](=[CH:8][CH:7]=[CH:6][CH:5]=3)[NH:1][CH:2]=2)=[O:12])[CH2:18][CH2:17][CH2:16][C@@H:15]2[C:19]3[CH:20]=[CH:21][CH:22]=[CH:23][C:24]=3[CH2:25][C@H:14]12. (2) Given the reactants C(Cl)(=O)C(Cl)=O.CS(C)=O.[CH2:11]([O:18][CH2:19][CH:20]1[CH2:25][C:24]([F:27])([F:26])[CH2:23][CH2:22][CH:21]1[CH:28]([OH:43])[CH:29]([C:35]1[CH:40]=[CH:39][C:38]([S:41][CH3:42])=[CH:37][CH:36]=1)[C:30]([O:32][CH2:33][CH3:34])=[O:31])[C:12]1[CH:17]=[CH:16][CH:15]=[CH:14][CH:13]=1.C(N(CC)CC)C.Cl, predict the reaction product. The product is: [CH2:11]([O:18][CH2:19][CH:20]1[CH2:25][C:24]([F:26])([F:27])[CH2:23][CH2:22][CH:21]1[C:28](=[O:43])[CH:29]([C:35]1[CH:36]=[CH:37][C:38]([S:41][CH3:42])=[CH:39][CH:40]=1)[C:30]([O:32][CH2:33][CH3:34])=[O:31])[C:12]1[CH:13]=[CH:14][CH:15]=[CH:16][CH:17]=1. (3) Given the reactants [C:1]([OH:12])(=[O:11])/[CH:2]=[CH:3]/[CH2:4][CH2:5][CH2:6][CH2:7][CH2:8][CH2:9][CH3:10].[CH3:13][N:14]([CH3:21])[CH2:15][CH2:16][O:17][CH2:18][CH2:19]O, predict the reaction product. The product is: [C:1]([O:12][CH2:19][CH2:18][O:17][CH2:16][CH2:15][N:14]([CH3:21])[CH3:13])(=[O:11])/[CH:2]=[CH:3]/[CH2:4][CH2:5][CH2:6][CH2:7][CH2:8][CH2:9][CH3:10]. (4) Given the reactants [C:20]1([B-]([C:20]2[CH:25]=[CH:24][CH:23]=[CH:22][CH:21]=2)([C:20]2[CH:25]=[CH:24][CH:23]=[CH:22][CH:21]=2)[C:20]2[CH:25]=[CH:24][CH:23]=[CH:22][CH:21]=2)[CH:25]=[CH:24][CH:23]=[CH:22][CH:21]=1.C([PH+](C(C)(C)C)C(C)(C)C)(C)(C)C.[C:39]1([CH3:67])[CH:44]=[CH:43][C:42]([B-]([C:42]2[CH:43]=[CH:44][C:39]([CH3:67])=[CH:40][CH:41]=2)([C:42]2[CH:43]=[CH:44][C:39]([CH3:67])=[CH:40][CH:41]=2)[C:42]2[CH:43]=[CH:44][C:39]([CH3:67])=[CH:40][CH:41]=2)=[CH:41][CH:40]=1.C([PH+](C(C)(C)C)C(C)(C)C)(C)(C)C.C(P(C(C)(C)C)C(C)(C)C)(C)(C)C, predict the reaction product. The product is: [CH3:67][C:39]1[CH:44]=[CH:43][C:42]([C:20]2[CH:21]=[CH:22][CH:23]=[CH:24][CH:25]=2)=[CH:41][CH:40]=1. (5) Given the reactants Br[C:2]1[C:3]([C:9]2[CH:14]=[CH:13][N:12]=[CH:11][CH:10]=2)=[N:4][N:5]([CH2:7][CH3:8])[CH:6]=1.CC1(C)C(C)(C)OB([C:23]2[CH:24]=[C:25]([CH:27]=[CH:28][CH:29]=2)[NH2:26])O1.C(=O)(O)[O-].[Na+].O1CCOCC1, predict the reaction product. The product is: [CH2:7]([N:5]1[CH:6]=[C:2]([C:23]2[CH:24]=[C:25]([CH:27]=[CH:28][CH:29]=2)[NH2:26])[C:3]([C:9]2[CH:14]=[CH:13][N:12]=[CH:11][CH:10]=2)=[N:4]1)[CH3:8].